Dataset: CYP3A4 inhibition data for predicting drug metabolism from PubChem BioAssay. Task: Regression/Classification. Given a drug SMILES string, predict its absorption, distribution, metabolism, or excretion properties. Task type varies by dataset: regression for continuous measurements (e.g., permeability, clearance, half-life) or binary classification for categorical outcomes (e.g., BBB penetration, CYP inhibition). Dataset: cyp3a4_veith. The compound is Cc1cc(C)n(-c2nc3c(c(=O)[nH]c(=O)n3C)n2C(C)C)n1. The result is 0 (non-inhibitor).